This data is from Full USPTO retrosynthesis dataset with 1.9M reactions from patents (1976-2016). The task is: Predict the reactants needed to synthesize the given product. (1) Given the product [ClH:1].[Cl:1][C:2]1[CH:21]=[CH:20][C:19]([O:22][CH2:23][CH2:24][NH:26][CH2:27][C@H:28]([OH:30])[CH3:29])=[CH:18][C:3]=1[C:4]([NH:6][CH2:7][C:8]12[CH2:17][CH:12]3[CH2:11][CH:10]([CH2:16][CH:14]([CH2:13]3)[CH2:15]1)[CH2:9]2)=[O:5], predict the reactants needed to synthesize it. The reactants are: [Cl:1][C:2]1[CH:21]=[CH:20][C:19]([O:22][CH2:23][CH2:24]Cl)=[CH:18][C:3]=1[C:4]([NH:6][CH2:7][C:8]12[CH2:17][CH:12]3[CH2:13][CH:14]([CH2:16][CH:10]([CH2:11]3)[CH2:9]1)[CH2:15]2)=[O:5].[NH2:26][CH2:27][C@H:28]([OH:30])[CH3:29]. (2) Given the product [ClH:22].[CH3:1][O:2][C:3](=[O:18])[C@H:4]([CH2:10][C:11]1[CH:12]=[CH:13][C:14]([I:17])=[CH:15][CH:16]=1)[NH:5][CH3:6], predict the reactants needed to synthesize it. The reactants are: [CH3:1][O:2][C:3](=[O:18])[C@H:4]([CH2:10][C:11]1[CH:16]=[CH:15][C:14]([I:17])=[CH:13][CH:12]=1)[N:5](C(=O)C)[CH3:6].S(Cl)([Cl:22])(=O)=O. (3) Given the product [CH:23]1([N:6]2[CH2:7][CH2:8][C:3]3([CH:1]([C:9]([N:11]4[CH2:16][CH2:15][N:14]([CH:17]5[CH2:18][CH2:19][CH2:20][CH2:21][CH2:22]5)[CH2:13][CH2:12]4)=[O:10])[CH2:2]3)[CH2:4][CH2:5]2)[CH2:28][CH2:27][CH2:26][CH2:25][CH2:24]1, predict the reactants needed to synthesize it. The reactants are: [CH:1]1([C:9]([N:11]2[CH2:16][CH2:15][N:14]([CH:17]3[CH2:22][CH2:21][CH2:20][CH2:19][CH2:18]3)[CH2:13][CH2:12]2)=[O:10])[C:3]2([CH2:8][CH2:7][NH:6][CH2:5][CH2:4]2)[CH2:2]1.[C:23]1(=O)[CH2:28][CH2:27][CH2:26][CH2:25][CH2:24]1. (4) Given the product [CH2:1]([O:3][C:4](=[O:18])/[CH:5]=[C:6](/[N:13]1[CH2:14][CH2:15][CH2:16][CH2:17]1)\[CH2:7][C@@H:8]([CH3:12])/[CH:9]=[CH:10]/[CH3:11])[CH3:2], predict the reactants needed to synthesize it. The reactants are: [CH2:1]([O:3][C:4](=[O:18])/[CH:5]=[C:6](/[N:13]1[CH2:17][CH2:16][CH2:15][CH2:14]1)\[CH2:7][C@H:8]([CH3:12])/[CH:9]=[CH:10]/[CH3:11])[CH3:2].